Task: Predict the product of the given reaction.. Dataset: Forward reaction prediction with 1.9M reactions from USPTO patents (1976-2016) (1) Given the reactants [CH:1]([N:4]1[CH2:9][CH2:8][CH:7]([C:10]([NH:12][OH:13])=[NH:11])[CH2:6][CH2:5]1)([CH3:3])[CH3:2].[CH:14]1([CH2:19][CH2:20][C:21]([Cl:23])=O)[CH2:18][CH2:17][CH2:16][CH2:15]1, predict the reaction product. The product is: [ClH:23].[CH:1]([N:4]1[CH2:9][CH2:8][CH:7]([C:10]2[N:11]=[C:21]([CH2:20][CH2:19][CH:14]3[CH2:18][CH2:17][CH2:16][CH2:15]3)[O:13][N:12]=2)[CH2:6][CH2:5]1)([CH3:3])[CH3:2]. (2) Given the reactants [OH:1][CH2:2][C:3]1[CH:4]=[C:5]([OH:9])[CH:6]=[CH:7][CH:8]=1.C(=O)([O-])[O-].[K+].[K+].Br[CH:17]([CH3:19])[CH3:18], predict the reaction product. The product is: [CH:17]([O:9][C:5]1[CH:4]=[C:3]([CH2:2][OH:1])[CH:8]=[CH:7][CH:6]=1)([CH3:19])[CH3:18]. (3) Given the reactants [Cl-].O[NH3+:3].[C:4](=[O:7])([O-])[OH:5].[Na+].CS(C)=O.[CH2:13]([C:17]1[N:18]([CH2:32][C:33]2[CH:38]=[CH:37][C:36]([C:39]3[C:40]([C:45]#[N:46])=[CH:41][CH:42]=[CH:43][CH:44]=3)=[CH:35][C:34]=2[F:47])[C:19](=[O:31])[C:20]([C:24]2[CH:29]=[CH:28][C:27]([F:30])=[CH:26][CH:25]=2)=[C:21]([CH3:23])[N:22]=1)[CH2:14][CH2:15][CH3:16], predict the reaction product. The product is: [CH2:13]([C:17]1[N:18]([CH2:32][C:33]2[CH:38]=[CH:37][C:36]([C:39]3[CH:44]=[CH:43][CH:42]=[CH:41][C:40]=3[C:45]3[NH:3][C:4](=[O:7])[O:5][N:46]=3)=[CH:35][C:34]=2[F:47])[C:19](=[O:31])[C:20]([C:24]2[CH:25]=[CH:26][C:27]([F:30])=[CH:28][CH:29]=2)=[C:21]([CH3:23])[N:22]=1)[CH2:14][CH2:15][CH3:16]. (4) Given the reactants [CH3:1][C@H:2]1[NH:7][C@@H:6]([CH3:8])[CH2:5][N:4]([C:9]2[N:14]=[C:13](N)[C:12]([O:16][CH3:17])=[CH:11][CH:10]=2)[CH2:3]1.N1C=CC=CC=1.[Br:24][C:25]1[CH:30]=[CH:29][C:28]([S:31](Cl)(=[O:33])=[O:32])=[C:27]([F:35])[CH:26]=1, predict the reaction product. The product is: [Br:24][C:25]1[CH:30]=[CH:29][C:28]([S:31]([C:13]2[N:14]=[C:9]([N:4]3[CH2:3][C@H:2]([CH3:1])[NH:7][C@H:6]([CH3:8])[CH2:5]3)[CH:10]=[CH:11][C:12]=2[O:16][CH3:17])(=[O:32])=[O:33])=[C:27]([F:35])[CH:26]=1.